Dataset: Peptide-MHC class II binding affinity with 134,281 pairs from IEDB. Task: Regression. Given a peptide amino acid sequence and an MHC pseudo amino acid sequence, predict their binding affinity value. This is MHC class II binding data. (1) The peptide sequence is DKSGCTHNHDDKSVE. The MHC is DRB1_0101 with pseudo-sequence DRB1_0101. The binding affinity (normalized) is 0.0574. (2) The peptide sequence is EDTNIYNSNEAFKVE. The MHC is HLA-DPA10201-DPB11401 with pseudo-sequence HLA-DPA10201-DPB11401. The binding affinity (normalized) is 0.534.